The task is: Predict the reactants needed to synthesize the given product.. This data is from Full USPTO retrosynthesis dataset with 1.9M reactions from patents (1976-2016). Given the product [CH2:24]([C:23]([CH2:22][CH2:21][CH:20]=[CH2:19])=[CH:10][C:8]([O:7][CH3:6])=[O:9])[CH3:25], predict the reactants needed to synthesize it. The reactants are: O1CCCC1.[CH3:6][O:7][C:8]([CH2:10]P(OC)(OC)=O)=[O:9].[H-].[Na+].[CH3:19][CH2:20][C:21](=O)[CH2:22][CH2:23][CH:24]=[CH2:25].